Dataset: Catalyst prediction with 721,799 reactions and 888 catalyst types from USPTO. Task: Predict which catalyst facilitates the given reaction. (1) Reactant: [NH2:1][C:2]1[CH:7]=[CH:6][C:5]([Br:8])=[CH:4][C:3]=1[NH:9][C:10]1[CH:15]=[CH:14][N:13]=[C:12]([NH2:16])[N:11]=1.[CH2:17]([O:19][C:20](OCC)(OCC)OCC)[CH3:18]. Product: [Br:8][C:5]1[CH:6]=[CH:7][C:2]2[N:1]=[C:20]([O:19][CH2:17][CH3:18])[N:9]([C:10]3[CH:15]=[CH:14][N:13]=[C:12]([NH2:16])[N:11]=3)[C:3]=2[CH:4]=1. The catalyst class is: 15. (2) Reactant: F[C:2]1[CH:3]=[N:4][CH:5]=[CH:6][C:7]=1[C:8]1[O:9][C:10]2[CH:16]=[CH:15][C:14]([C:17]([F:20])([F:19])[F:18])=[CH:13][C:11]=2[N:12]=1.[NH:21]1[CH:25]=[CH:24][CH:23]=[N:22]1.C(=O)([O-])[O-].[K+].[K+].CN(C=O)C. Product: [N:21]1([C:2]2[CH:3]=[N:4][CH:5]=[CH:6][C:7]=2[C:8]2[O:9][C:10]3[CH:16]=[CH:15][C:14]([C:17]([F:20])([F:19])[F:18])=[CH:13][C:11]=3[N:12]=2)[CH:25]=[CH:24][CH:23]=[N:22]1. The catalyst class is: 6. (3) Reactant: [CH2:1]([O:3][C:4]([N:6]1[CH2:11][CH2:10][N:9]([C:12](=[O:42])[C@@H:13]([NH:22][C:23]([C:25]2[CH:34]=[C:33]([O:35][C@@H:36]([C:38]([OH:40])=O)[CH3:37])[C:32]3[C:27](=[CH:28][C:29]([CH3:41])=[CH:30][CH:31]=3)[N:26]=2)=[O:24])[CH2:14][C:15]([O:17][C:18]([CH3:21])([CH3:20])[CH3:19])=[O:16])[CH2:8][CH2:7]1)=[O:5])[CH3:2].C(Cl)CCl.FC1C(O)=C(F)C(F)=C(F)C=1F.FC(F)(F)C(O)=O.[CH:66]1([NH:70][C:71]([C@@H:73]2[CH2:77][CH2:76][CH2:75][NH:74]2)=[O:72])[CH2:69][CH2:68][CH2:67]1. Product: [CH2:1]([O:3][C:4]([N:6]1[CH2:11][CH2:10][N:9]([C:12](=[O:42])[C@@H:13]([NH:22][C:23]([C:25]2[CH:34]=[C:33]([O:35][C@H:36]([CH3:37])[C:38]([N:74]3[CH2:75][CH2:76][CH2:77][C@H:73]3[C:71](=[O:72])[NH:70][CH:66]3[CH2:67][CH2:68][CH2:69]3)=[O:40])[C:32]3[C:27](=[CH:28][C:29]([CH3:41])=[CH:30][CH:31]=3)[N:26]=2)=[O:24])[CH2:14][C:15]([O:17][C:18]([CH3:20])([CH3:19])[CH3:21])=[O:16])[CH2:8][CH2:7]1)=[O:5])[CH3:2]. The catalyst class is: 34. (4) Reactant: [C:1]([C:4]1[C:5]([CH2:26][CH:27]2[CH2:32][CH2:31][CH:30]([C:33]([O:35]CC)=[O:34])[CH2:29][CH2:28]2)=[N:6][C:7]2[N:8]([N:11]=[CH:12][C:13]=2[C:14]2[CH:15]=[N:16][C:17]([C:20]3[CH:25]=[CH:24][CH:23]=[CH:22][CH:21]=3)=[CH:18][CH:19]=2)[C:9]=1[NH2:10])(=O)[CH3:2].O.[NH2:39]N. Product: [CH3:2][C:1]1[C:4]2[C:5]([CH2:26][CH:27]3[CH2:28][CH2:29][CH:30]([C:33]([OH:35])=[O:34])[CH2:31][CH2:32]3)=[N:6][C:7]3[N:8]([N:11]=[CH:12][C:13]=3[C:14]3[CH:15]=[N:16][C:17]([C:20]4[CH:21]=[CH:22][CH:23]=[CH:24][CH:25]=4)=[CH:18][CH:19]=3)[C:9]=2[NH:10][N:39]=1. The catalyst class is: 37. (5) Reactant: [CH3:1][C:2]1[CH:7]=[C:6]([N+:8]([O-:10])=[O:9])[CH:5]=[C:4]([CH3:11])[C:3]=1O.N1C=CC=CC=1.O(S(C(F)(F)F)(=O)=O)S(C(F)(F)F)(=O)=O.[Li+].[Cl-:35]. Product: [CH3:1][C:2]1[CH:7]=[C:6]([N+:8]([O-:10])=[O:9])[CH:5]=[C:4]([CH3:11])[C:3]=1[Cl:35]. The catalyst class is: 2. (6) Reactant: Cl.C(OC([NH:9][CH2:10][CH2:11][O:12][C:13]1[CH:43]=[CH:42][C:16]([CH2:17]/[C:18](=[C:23](\[C@H:28]2[CH2:33][CH2:32][C@@H:31]([O:34][Si](C(C)(C)C)(C)C)[CH2:30][CH2:29]2)/[C:24]([O:26][CH3:27])=[O:25])/[C:19]([O:21][CH3:22])=[O:20])=[CH:15][CH:14]=1)=O)(C)(C)C. The catalyst class is: 8. Product: [NH2:9][CH2:10][CH2:11][O:12][C:13]1[CH:14]=[CH:15][C:16]([CH2:17]/[C:18](=[C:23](\[C@H:28]2[CH2:33][CH2:32][C@@H:31]([OH:34])[CH2:30][CH2:29]2)/[C:24]([O:26][CH3:27])=[O:25])/[C:19]([O:21][CH3:22])=[O:20])=[CH:42][CH:43]=1. (7) The catalyst class is: 12. Reactant: CC1C=C(C)C=C(C)C=1S([O:13][C:14]1[CH:19]=[CH:18][C:17]([CH2:20][C:21]2[C:22](OS(C3C(C)=CC(C)=CC=3C)(=O)=O)=[N:23][C:24]([NH2:28])=[N:25][C:26]=2[CH3:27])=[C:16]([O:42][CH3:43])[CH:15]=1)(=O)=O.[CH2:44]([NH2:49])[CH2:45][CH2:46][CH2:47][CH3:48]. Product: [NH2:28][C:24]1[N:25]=[C:26]([CH3:27])[C:21]([CH2:20][C:17]2[CH:18]=[CH:19][C:14]([OH:13])=[CH:15][C:16]=2[O:42][CH3:43])=[C:22]([NH:49][CH2:44][CH2:45][CH2:46][CH2:47][CH3:48])[N:23]=1.